Dataset: Reaction yield outcomes from USPTO patents with 853,638 reactions. Task: Predict the reaction yield, written as a fraction of the theoretical maximum amount of product (1.0 means a 100% yield; for example, 0.34 means a 34% yield). (1) The reactants are [C:1]([O:5][C:6]([N:8]1[CH2:12][CH:11]([OH:13])[CH2:10][CH:9]1[C:14]([O:16][CH2:17][C:18]([C:20]1[CH:25]=[CH:24][C:23]([Br:26])=[CH:22][CH:21]=1)=[O:19])=[O:15])=[O:7])([CH3:4])([CH3:3])[CH3:2].[F:27][C:28]([F:36])(S(F)(=O)=O)C(O)=O. The catalyst is CC#N.C(OCC)(=O)C. The product is [C:1]([O:5][C:6]([N:8]1[CH2:12][CH:11]([O:13][CH:28]([F:36])[F:27])[CH2:10][CH:9]1[C:14]([O:16][CH2:17][C:18]([C:20]1[CH:25]=[CH:24][C:23]([Br:26])=[CH:22][CH:21]=1)=[O:19])=[O:15])=[O:7])([CH3:4])([CH3:2])[CH3:3]. The yield is 0.610. (2) The reactants are [C:1]([C:5]1[CH:10]=[C:9]([C:11]2[N:12]=[C:13]([CH2:16][N:17]([CH3:27])C3C=CC(N(C)C)=CC=3)[S:14][CH:15]=2)[CH:8]=[C:7]([C:28]([CH3:31])([CH3:30])[CH3:29])[C:6]=1[OH:32])([CH3:4])([CH3:3])[CH3:2].[N+:33]([C:36]1[CH:43]=[CH:42][C:39](C=O)=[CH:38][CH:37]=1)([O-:35])=[O:34].CO.[BH4-].[Na+]. The catalyst is O. The product is [C:1]([C:5]1[CH:10]=[C:9]([C:11]2[N:12]=[C:13]([CH2:16][NH:17][CH2:27][C:39]3[CH:42]=[CH:43][C:36]([N+:33]([O-:35])=[O:34])=[CH:37][CH:38]=3)[S:14][CH:15]=2)[CH:8]=[C:7]([C:28]([CH3:31])([CH3:30])[CH3:29])[C:6]=1[OH:32])([CH3:3])([CH3:4])[CH3:2]. The yield is 0.550. (3) The reactants are [F:1][C:2]([F:16])([F:15])[CH:3]([NH2:14])[CH2:4][C:5]1[C:13]2[C:8](=[CH:9][CH:10]=[CH:11][CH:12]=2)[NH:7][CH:6]=1.[C:17]1([CH3:29])[CH:22]=[C:21]([CH3:23])[CH:20]=[C:19]([CH3:24])[C:18]=1[S:25](Cl)(=[O:27])=[O:26]. The catalyst is N1C=CC=CC=1.Cl. The product is [CH3:29][C:17]1[CH:22]=[C:21]([CH3:23])[CH:20]=[C:19]([CH3:24])[C:18]=1[S:25]([NH:14][CH:3]([CH2:4][C:5]1[C:13]2[C:8](=[CH:9][CH:10]=[CH:11][CH:12]=2)[NH:7][CH:6]=1)[C:2]([F:1])([F:15])[F:16])(=[O:26])=[O:27]. The yield is 0.670. (4) The catalyst is C(O)C. The reactants are [F:1][C:2]1[CH:27]=[CH:26][CH:25]=[C:24]([F:28])[C:3]=1[CH2:4][N:5]1[C:9]2[CH:10]=[CH:11][CH:12]=[C:13]([C:14]#[N:15])[C:8]=2[N:7]=[C:6]1[C:16]1[C:21]([F:22])=[CH:20][CH:19]=[CH:18][C:17]=1[F:23].C(N(CC)CC)C.[NH2:36][OH:37]. The yield is 0.870. The product is [OH:37][NH:36][C:14]([C:13]1[C:8]2[N:7]=[C:6]([C:16]3[C:17]([F:23])=[CH:18][CH:19]=[CH:20][C:21]=3[F:22])[N:5]([CH2:4][C:3]3[C:24]([F:28])=[CH:25][CH:26]=[CH:27][C:2]=3[F:1])[C:9]=2[CH:10]=[CH:11][CH:12]=1)=[NH:15]. (5) The reactants are O=S(Cl)[Cl:3].[NH2:5][C@H:6]([C:14]([OH:16])=[O:15])[CH2:7][C:8]1[CH:13]=[CH:12][CH:11]=[CH:10][CH:9]=1.[CH3:17]O. No catalyst specified. The product is [ClH:3].[CH3:17][O:15][C:14](=[O:16])[C@H:6]([CH2:7][C:8]1[CH:13]=[CH:12][CH:11]=[CH:10][CH:9]=1)[NH2:5]. The yield is 0.950. (6) The reactants are [N:1]1([C:7]([C:9]2[CH:14]=[CH:13][CH:12]=[CH:11][C:10]=2[C:15]([F:18])([F:17])[F:16])=[S:8])[CH2:6][CH2:5][NH:4][CH2:3][CH2:2]1.[CH:19]1([CH2:22][CH2:23][NH:24][C:25]([C:27]2[N:28]=[N:29][C:30](Cl)=[CH:31][CH:32]=2)=[O:26])[CH2:21][CH2:20]1.C([O-])([O-])=O.[K+].[K+]. The catalyst is [N+](CCCC)(CCCC)(CCCC)CCCC.[I-].O1CCOCC1. The product is [CH:19]1([CH2:22][CH2:23][NH:24][C:25]([C:27]2[N:28]=[N:29][C:30]([N:4]3[CH2:5][CH2:6][N:1]([C:7](=[S:8])[C:9]4[CH:14]=[CH:13][CH:12]=[CH:11][C:10]=4[C:15]([F:18])([F:16])[F:17])[CH2:2][CH2:3]3)=[CH:31][CH:32]=2)=[O:26])[CH2:21][CH2:20]1. The yield is 0.760. (7) The reactants are [CH:1]([C:3]1([CH3:16])[CH2:8][CH2:7][N:6]([C:9]([O:11][C:12]([CH3:15])([CH3:14])[CH3:13])=[O:10])[CH2:5][CH2:4]1)=O.C(O)(=O)C.[C:21]1([C@@H:27]2[CH2:29][C@H:28]2[NH2:30])[CH:26]=[CH:25][CH:24]=[CH:23][CH:22]=1.C(O[BH-](OC(=O)C)OC(=O)C)(=O)C.[Na+]. The catalyst is ClCCCl.C(Cl)Cl. The product is [CH3:16][C:3]1([CH2:1][NH:30][C@@H:28]2[CH2:29][C@H:27]2[C:21]2[CH:26]=[CH:25][CH:24]=[CH:23][CH:22]=2)[CH2:8][CH2:7][N:6]([C:9]([O:11][C:12]([CH3:15])([CH3:14])[CH3:13])=[O:10])[CH2:5][CH2:4]1. The yield is 0.900.